The task is: Predict the product of the given reaction.. This data is from Forward reaction prediction with 1.9M reactions from USPTO patents (1976-2016). (1) Given the reactants C(OC([NH:8][CH:9]1[CH2:18][C:17]2[CH:16]=[C:15]([C:19]([O:21][CH3:22])=[O:20])[CH:14]=[CH:13][C:12]=2[CH2:11][CH2:10]1)=O)(C)(C)C.Cl.O1CCOCC1, predict the reaction product. The product is: [NH2:8][CH:9]1[CH2:18][C:17]2[CH:16]=[C:15]([C:19]([O:21][CH3:22])=[O:20])[CH:14]=[CH:13][C:12]=2[CH2:11][CH2:10]1. (2) Given the reactants C([Cl:4])(=O)C.C(OC([N:12]1[CH2:36][CH2:35][C:15]2([CH2:18][N:17]([C@H:19]3[C:27]4[C:22](=[CH:23][C:24]([C:28]5[CH:33]=[C:32]([CH3:34])[N:31]=[CH:30][N:29]=5)=[CH:25][CH:26]=4)[CH2:21][CH2:20]3)[CH2:16]2)[CH2:14][CH2:13]1)=O)(C)(C)C, predict the reaction product. The product is: [ClH:4].[ClH:4].[CH3:34][C:32]1[N:31]=[CH:30][N:29]=[C:28]([C:24]2[CH:23]=[C:22]3[C:27](=[CH:26][CH:25]=2)[CH:19]([N:17]2[CH2:18][C:15]4([CH2:35][CH2:36][NH:12][CH2:13][CH2:14]4)[CH2:16]2)[CH2:20][CH2:21]3)[CH:33]=1. (3) Given the reactants [OH:1][C:2]1[CH:3]=[N:4][C:5]([C:8]2[CH:9]=[C:10]([CH:25]=[CH:26][CH:27]=2)[CH2:11][N:12]2[C:17](=[O:18])[CH:16]=[CH:15][C:14]([C:19]3[CH:20]=[N:21][N:22]([CH3:24])[CH:23]=3)=[N:13]2)=[N:6][CH:7]=1.[O:28]1CCC[CH2:30][CH:29]1OCCO.C1(P(C2C=CC=CC=2)C2C=CC=CC=2)C=CC=CC=1.N(C(OC(C)C)=O)=NC(OC(C)C)=O, predict the reaction product. The product is: [OH:28][CH2:29][CH2:30][O:1][C:2]1[CH:3]=[N:4][C:5]([C:8]2[CH:9]=[C:10]([CH:25]=[CH:26][CH:27]=2)[CH2:11][N:12]2[C:17](=[O:18])[CH:16]=[CH:15][C:14]([C:19]3[CH:20]=[N:21][N:22]([CH3:24])[CH:23]=3)=[N:13]2)=[N:6][CH:7]=1. (4) Given the reactants Cl.[NH2:2][CH2:3][CH2:4][CH2:5][O:6][C:7]1[CH:16]=[CH:15][C:14]([Cl:17])=[CH:13][C:8]=1[C:9]([O:11][CH3:12])=[O:10].[C:18](Cl)(=[O:20])[CH3:19], predict the reaction product. The product is: [C:18]([NH:2][CH2:3][CH2:4][CH2:5][O:6][C:7]1[CH:16]=[CH:15][C:14]([Cl:17])=[CH:13][C:8]=1[C:9]([O:11][CH3:12])=[O:10])(=[O:20])[CH3:19]. (5) Given the reactants Cl.Cl[CH2:3][C:4]1[N:8]2[CH:9]=[CH:10][CH:11]=[CH:12][C:7]2=[N:6][C:5]=1[C:13]1[CH:18]=[CH:17][C:16]([Cl:19])=[CH:15][CH:14]=1.[CH3:20][C:21]1[CH:26]=[CH:25][NH:24][C:23](=[O:27])[N:22]=1, predict the reaction product. The product is: [Cl:19][C:16]1[CH:17]=[CH:18][C:13]([C:5]2[N:6]=[C:7]3[CH:12]=[CH:11][CH:10]=[CH:9][N:8]3[C:4]=2[CH2:3][N:24]2[CH:25]=[CH:26][C:21]([CH3:20])=[N:22][C:23]2=[O:27])=[CH:14][CH:15]=1. (6) Given the reactants [CH2:1]([O:3][C:4]([C:6]1([C:9]2[CH:14]=[CH:13][C:12]([C:15]3[CH:20]=[CH:19][C:18]([C:21]4[O:25][N:24]=[C:23]([CH3:26])[C:22]=4[CH:27]([C:29](O)=[O:30])[CH3:28])=[CH:17][CH:16]=3)=[CH:11][CH:10]=2)[CH2:8][CH2:7]1)=[O:5])[CH3:2].[C:32]1([CH:38]([NH2:40])[CH3:39])[CH:37]=[CH:36][CH:35]=[CH:34][CH:33]=1, predict the reaction product. The product is: [CH2:1]([O:3][C:4]([C:6]1([C:9]2[CH:10]=[CH:11][C:12]([C:15]3[CH:20]=[CH:19][C:18]([C:21]4[O:25][N:24]=[C:23]([CH3:26])[C:22]=4[CH:27]([C:29](=[O:30])[NH:40][CH:38]([C:32]4[CH:37]=[CH:36][CH:35]=[CH:34][CH:33]=4)[CH3:39])[CH3:28])=[CH:17][CH:16]=3)=[CH:13][CH:14]=2)[CH2:8][CH2:7]1)=[O:5])[CH3:2]. (7) Given the reactants C(Cl)(=O)C(Cl)=O.[CH:7]1([CH2:10][CH2:11][O:12][C:13]2[CH:21]=[CH:20][C:16]([C:17]([OH:19])=O)=[CH:15][CH:14]=2)[CH2:9][CH2:8]1.[NH2:22][CH2:23][C:24]([OH:26])=[O:25].Cl, predict the reaction product. The product is: [CH:7]1([CH2:10][CH2:11][O:12][C:13]2[CH:14]=[CH:15][C:16]([C:17]([NH:22][CH2:23][C:24]([OH:26])=[O:25])=[O:19])=[CH:20][CH:21]=2)[CH2:8][CH2:9]1. (8) Given the reactants Cl[C:2]1[CH:7]=[C:6]([Cl:8])[CH:5]=[CH:4][C:3]=1[CH:9]1[CH:18]([C:19]([NH:21][O:22][CH2:23][C:24](O)=[O:25])=[O:20])[C:17]2[C:12](=[CH:13][CH:14]=[CH:15][CH:16]=2)[C:11](=[O:27])[N:10]1[CH:28]1[CH2:33][CH2:32][CH2:31][CH2:30][CH:29]1[NH:34][S:35]([CH3:38])(=[O:37])=[O:36].[NH:39](C(OC(C)(C)C)=O)[NH2:40].C1C=CC2N(O)N=NC=2C=1.CCN=C=NCCCN(C)C.[ClH:69], predict the reaction product. The product is: [Cl:69][C:4]1[CH:5]=[C:6]([Cl:8])[CH:7]=[CH:2][C:3]=1[CH:9]1[CH:18]([C:19]([NH:21][O:22][CH2:23][C:24]([NH:39][NH2:40])=[O:25])=[O:20])[C:17]2[C:12](=[CH:13][CH:14]=[CH:15][CH:16]=2)[C:11](=[O:27])[N:10]1[CH:28]1[CH2:33][CH2:32][CH2:31][CH2:30][CH:29]1[NH:34][S:35]([CH3:38])(=[O:36])=[O:37]. (9) Given the reactants C([O:8][C:9]1[CH:14]=[CH:13][C:12]([NH:15][CH2:16][CH:17]([O:20][CH3:21])[O:18][CH3:19])=[CH:11][CH:10]=1)C1C=CC=CC=1.[H][H], predict the reaction product. The product is: [CH3:21][O:20][CH:17]([O:18][CH3:19])[CH2:16][NH:15][C:12]1[CH:13]=[CH:14][C:9]([OH:8])=[CH:10][CH:11]=1.